This data is from CYP2C9 inhibition data for predicting drug metabolism from PubChem BioAssay. The task is: Regression/Classification. Given a drug SMILES string, predict its absorption, distribution, metabolism, or excretion properties. Task type varies by dataset: regression for continuous measurements (e.g., permeability, clearance, half-life) or binary classification for categorical outcomes (e.g., BBB penetration, CYP inhibition). Dataset: cyp2c9_veith. (1) The molecule is COc1cc([C@H]2c3cc4c(cc3[C@@H](O[C@@H]3O[C@H]5CO[C@@H](C)O[C@]5(O)C[C@H]3O)[C@@H]3COC(=O)[C@H]23)OCO4)cc(OC)c1O. The result is 0 (non-inhibitor). (2) The molecule is CC(=O)/C(=N\N=C(N)N)c1ccccc1.O=S(=O)(O)O. The result is 0 (non-inhibitor). (3) The molecule is COC(=O)[C@@]1(Cc2ccc(OC)cc2)[C@H]2c3cc(C(=O)N(C)C)n(CCc4c[nH]c5ccc(O)cc45)c3C[C@H]2CN1C(=O)c1ccccc1. The result is 1 (inhibitor). (4) The drug is C#CCOC(=O)[C@H](N)CC(N)=O. The result is 0 (non-inhibitor). (5) The drug is O=S(=O)(NCCNS(=O)(=O)c1cccs1)c1cccs1. The result is 1 (inhibitor).